Dataset: Merck oncology drug combination screen with 23,052 pairs across 39 cell lines. Task: Regression. Given two drug SMILES strings and cell line genomic features, predict the synergy score measuring deviation from expected non-interaction effect. Drug 1: O=C(CCCCCCC(=O)Nc1ccccc1)NO. Drug 2: CCC1(O)C(=O)OCc2c1cc1n(c2=O)Cc2cc3c(CN(C)C)c(O)ccc3nc2-1. Cell line: A2058. Synergy scores: synergy=0.789.